Task: Predict the reactants needed to synthesize the given product.. Dataset: Retrosynthesis with 50K atom-mapped reactions and 10 reaction types from USPTO (1) Given the product Nc1cccc(CNC(=O)C(F)(F)F)c1, predict the reactants needed to synthesize it. The reactants are: O=C(NCc1cccc([N+](=O)[O-])c1)C(F)(F)F. (2) Given the product N#Cc1cncc(-c2cccc(C(=O)Nc3ccc(OC(F)(F)F)cc3)c2)c1, predict the reactants needed to synthesize it. The reactants are: CC1(C)OB(c2cncc(C#N)c2)OC1(C)C.O=C(Nc1ccc(OC(F)(F)F)cc1)c1cccc(Br)c1. (3) Given the product CC(C)Oc1ccccc1-c1ccc(C(=O)O)c(Nc2ccc(F)cc2)c1, predict the reactants needed to synthesize it. The reactants are: CC(C)Oc1ccccc1-c1ccc(C(=O)OC(C)(C)C)c(Nc2ccc(F)cc2)c1. (4) Given the product Cc1nc(-c2cccnc2)c2nc(-c3ccccc3)cc-2[nH]1, predict the reactants needed to synthesize it. The reactants are: Cc1nc(Cl)c2nc(-c3ccccc3)cc-2[nH]1.OB(O)c1cccnc1. (5) Given the product Nc1cccc2c(OC(=O)c3c(Cl)cccc3Cl)ccnc12, predict the reactants needed to synthesize it. The reactants are: Nc1cccc2c(O)ccnc12.O=C(Cl)c1c(Cl)cccc1Cl. (6) Given the product CC(=O)C[C@H](N)c1ccccc1, predict the reactants needed to synthesize it. The reactants are: CC(=O)C[C@H](NC(=O)OC(C)(C)C)c1ccccc1. (7) Given the product Cc1ccc(C(=O)NC2CCC2)cc1-c1ccc2c(cnn2-c2ccc(F)cc2)c1, predict the reactants needed to synthesize it. The reactants are: Cc1ccc(C(=O)NC2CCC2)cc1B1OC(C)(C)C(C)(C)O1.Fc1ccc(-n2ncc3cc(Br)ccc32)cc1.